Dataset: Forward reaction prediction with 1.9M reactions from USPTO patents (1976-2016). Task: Predict the product of the given reaction. (1) Given the reactants [OH:1][CH:2]([C:6]1[CH:11]=[CH:10][CH:9]=[C:8]([OH:12])[CH:7]=1)[CH2:3][C:4]#[N:5], predict the reaction product. The product is: [NH2:5][CH2:4][CH2:3][CH:2]([C:6]1[CH:7]=[C:8]([OH:12])[CH:9]=[CH:10][CH:11]=1)[OH:1]. (2) Given the reactants [NH:1]1[CH2:4][CH:3]([C:5]2[N:6]([CH3:31])[C:7]3[C:12]([N:13]=2)=[C:11]([N:14]2[CH2:19][CH2:18][O:17][CH2:16][CH2:15]2)[N:10]=[C:9]([N:20]2[C:24]4[CH:25]=[CH:26][CH:27]=[CH:28][C:23]=4[N:22]=[C:21]2[CH2:29][CH3:30])[N:8]=3)[CH2:2]1.[O:32]1[CH2:37][CH2:36][C:35](=O)[CH2:34][CH2:33]1.C(O[BH-](OC(=O)C)OC(=O)C)(=O)C.[Na+], predict the reaction product. The product is: [CH2:29]([C:21]1[N:20]([C:9]2[N:8]=[C:7]3[C:12]([N:13]=[C:5]([CH:3]4[CH2:2][N:1]([CH:35]5[CH2:36][CH2:37][O:32][CH2:33][CH2:34]5)[CH2:4]4)[N:6]3[CH3:31])=[C:11]([N:14]3[CH2:15][CH2:16][O:17][CH2:18][CH2:19]3)[N:10]=2)[C:24]2[CH:25]=[CH:26][CH:27]=[CH:28][C:23]=2[N:22]=1)[CH3:30]. (3) Given the reactants [H-].[Na+].[CH2:3]([O:5][C:6]([C:8]1[C:16]2[C:11](=[CH:12][CH:13]=[CH:14][CH:15]=2)[NH:10][C:9]=1[CH3:17])=[O:7])[CH3:4].[CH2:18](Br)[C:19]1[CH:24]=[CH:23][CH:22]=[CH:21][CH:20]=1, predict the reaction product. The product is: [CH2:18]([N:10]1[C:11]2[C:16](=[CH:15][CH:14]=[CH:13][CH:12]=2)[C:8]([C:6]([O:5][CH2:3][CH3:4])=[O:7])=[C:9]1[CH3:17])[C:19]1[CH:24]=[CH:23][CH:22]=[CH:21][CH:20]=1. (4) Given the reactants [C:1]1([C:7]2([CH3:17])[C:12](=[O:13])[N:11]([CH3:14])[C:10](=[O:15])[NH:9][C:8]2=[O:16])[CH2:6][CH2:5][CH2:4][CH2:3][CH:2]=1.[H-].[Na+].Br.Br[CH2:22][C:23]([C:25]1[CH:30]=[CH:29][N:28]=[CH:27][CH:26]=1)=[O:24], predict the reaction product. The product is: [C:1]1([C:7]2([CH3:17])[C:12](=[O:13])[N:11]([CH3:14])[C:10](=[O:15])[N:9]([CH2:22][C:23](=[O:24])[C:25]3[CH:30]=[CH:29][N:28]=[CH:27][CH:26]=3)[C:8]2=[O:16])[CH2:6][CH2:5][CH2:4][CH2:3][CH:2]=1. (5) Given the reactants [N+:1]([C:4]1[N:5]=[N:6][NH:7][N:8]=1)([O-:3])=[O:2].[NH3:9].[BH3:10].[H][H], predict the reaction product. The product is: [N+:1]([C:4]1[N:5]=[N:6][N:7]([B-:10]([N:6]2[N:7]=[N:8][C:4]([N+:1]([O-:3])=[O:2])=[N:5]2)([N:6]2[N:7]=[N:8][C:4]([N+:1]([O-:3])=[O:2])=[N:5]2)[N:9]2[N:7]=[N:8][C:4]([N+:1]([O-:3])=[O:2])=[N:5]2)[N:8]=1)([O-:3])=[O:2].[NH4+:1]. (6) Given the reactants [O:1]=[C:2]1[O:8][C@H:7]([C@H:9]([CH2:11][OH:12])[OH:10])[C:5]([OH:6])=[C:3]1[OH:4].[CH3:13][C:14]([CH2:22][CH2:23][CH2:24][CH:25]([CH3:32])[CH2:26][CH2:27][CH2:28][CH:29]([CH3:31])[CH3:30])=[CH:15][CH2:16][CH2:17][C:18](OC)=[O:19].O, predict the reaction product. The product is: [CH3:13][C:14]([CH2:22][CH2:23][CH2:24][CH:25]([CH3:32])[CH2:26][CH2:27][CH2:28][CH:29]([CH3:31])[CH3:30])=[CH:15][CH2:16][CH2:17][C:18]([O:4][C:3]1[C:2]([O:8][C@H:7]([C@H:9]([CH2:11][OH:12])[OH:10])[C:5]=1[OH:6])=[O:1])=[O:19]. (7) Given the reactants CC(OI1(OC(C)=O)(OC(C)=O)OC(=O)C2C1=CC=CC=2)=O.[CH2:23]([O:25][C:26]([C:28]1[N:33]=[C:32]([CH2:34][OH:35])[CH:31]=[CH:30][N:29]=1)=[CH2:27])[CH3:24].C(=O)([O-])O.[Na+], predict the reaction product. The product is: [CH2:23]([O:25][C:26]([C:28]1[N:33]=[C:32]([CH:34]=[O:35])[CH:31]=[CH:30][N:29]=1)=[CH2:27])[CH3:24].